Dataset: Reaction yield outcomes from USPTO patents with 853,638 reactions. Task: Predict the reaction yield, written as a fraction of the theoretical maximum amount of product (1.0 means a 100% yield; for example, 0.34 means a 34% yield). (1) The reactants are [Cl:1][C:2]1[CH:3]=[C:4]2[C:14](=[CH:15][CH:16]=1)[C:8]1([CH2:13][CH2:12][O:11][CH2:10][CH2:9]1)[C:7](=[O:17])[C:6]([C:18]([NH:20][CH2:21][C:22]([O:24]C)=[O:23])=[O:19])=[C:5]2[OH:26].O.[OH-].[Li+]. The catalyst is O. The product is [Cl:1][C:2]1[CH:3]=[C:4]2[C:14](=[CH:15][CH:16]=1)[C:8]1([CH2:9][CH2:10][O:11][CH2:12][CH2:13]1)[C:7](=[O:17])[C:6]([C:18]([NH:20][CH2:21][C:22]([OH:24])=[O:23])=[O:19])=[C:5]2[OH:26]. The yield is 1.00. (2) The reactants are [C:1]1(=[O:11])[C:10]2[C:5](=[CH:6][CH:7]=[CH:8][CH:9]=2)[CH2:4][CH2:3][NH:2]1.[OH-].[Na+].[C:14]([O:18][CH3:19])(=[O:17])[CH:15]=[CH2:16]. The catalyst is C1COCC1. The product is [O:11]=[C:1]1[C:10]2[C:5](=[CH:6][CH:7]=[CH:8][CH:9]=2)[CH2:4][CH2:3][N:2]1[CH2:16][CH2:15][C:14]([O:18][CH3:19])=[O:17]. The yield is 0.669. (3) The product is [N:1]1[C:9]2[C:4](=[N:5][CH:6]=[CH:7][CH:8]=2)[N:3]([CH2:10][C:11]2[CH:22]=[CH:21][C:14]3[N:15]=[C:16]([NH:32][C@@H:25]4[C:26]5[C:31](=[CH:30][CH:29]=[CH:28][CH:27]=5)[CH2:23][C@H:24]4[OH:33])[O:17][C:13]=3[CH:12]=2)[CH:2]=1. The reactants are [N:1]1[C:9]2[C:4](=[N:5][CH:6]=[CH:7][CH:8]=2)[N:3]([CH2:10][C:11]2[CH:22]=[CH:21][C:14]3[N:15]=[C:16](S(C)=O)[O:17][C:13]=3[CH:12]=2)[CH:2]=1.[CH2:23]1[C:31]2[C:26](=[CH:27][CH:28]=[CH:29][CH:30]=2)[C@@H:25]([NH2:32])[C@@H:24]1[OH:33].CCN(C(C)C)C(C)C. The yield is 0.260. The catalyst is CC(N(C)C)=O.